This data is from Full USPTO retrosynthesis dataset with 1.9M reactions from patents (1976-2016). The task is: Predict the reactants needed to synthesize the given product. (1) Given the product [CH2:8]([C:4]1[CH:5]=[CH:6][CH:7]=[C:2]([Br:1])[CH:3]=1)[C:10]1[CH:11]=[CH:12][CH:13]=[CH:14][CH:15]=1, predict the reactants needed to synthesize it. The reactants are: [Br:1][C:2]1[CH:3]=[C:4]([CH:8]([C:10]2[CH:15]=[CH:14][CH:13]=[CH:12][CH:11]=2)O)[CH:5]=[CH:6][CH:7]=1.[H-].[Al+3].[Li+].[H-].[H-].[H-].[Cl-].[Al+3].[Cl-].[Cl-]. (2) Given the product [CH3:1][C:2]([O:5][C:6]([NH:8][C:9]([CH3:14])([C:11]([N:16]([CH3:17])[CH3:15])=[O:12])[CH3:10])=[O:7])([CH3:4])[CH3:3], predict the reactants needed to synthesize it. The reactants are: [CH3:1][C:2]([O:5][C:6]([NH:8][C:9]([CH3:14])([C:11](O)=[O:12])[CH3:10])=[O:7])([CH3:4])[CH3:3].[CH3:15][NH:16][CH3:17].C(O)C.